From a dataset of Forward reaction prediction with 1.9M reactions from USPTO patents (1976-2016). Predict the product of the given reaction. (1) Given the reactants Cl[C:2]1[C:7]([C:8]([O:10][CH3:11])=[O:9])=[CH:6][N:5]=[C:4]([CH3:12])[CH:3]=1.[CH3:13][C:14]1([CH3:30])[C:18]([CH3:20])([CH3:19])[O:17][B:16]([B:16]2[O:17][C:18]([CH3:20])([CH3:19])[C:14]([CH3:30])([CH3:13])[O:15]2)[O:15]1.C([O-])(=O)C.[K+], predict the reaction product. The product is: [CH3:12][C:4]1[CH:3]=[C:2]([B:16]2[O:17][C:18]([CH3:20])([CH3:19])[C:14]([CH3:30])([CH3:13])[O:15]2)[C:7]([C:8]([O:10][CH3:11])=[O:9])=[CH:6][N:5]=1. (2) Given the reactants N#N.[NH:3]1[C:7]2[CH:8]=[CH:9][CH:10]=[CH:11][C:6]=2[N:5]=[C:4]1[C@H:12]([NH:22][C:23](=[O:40])[NH:24][CH2:25][CH2:26][N:27]1[CH2:32][CH2:31][N:30](C(OC(C)(C)C)=O)[CH2:29][CH2:28]1)[CH2:13][C:14]1[CH:19]=[CH:18][C:17]([O:20][CH3:21])=[CH:16][CH:15]=1.FC(F)(F)S(O[Si](C(C)(C)C)(C)C)(=O)=O, predict the reaction product. The product is: [NH:3]1[C:7]2[CH:8]=[CH:9][CH:10]=[CH:11][C:6]=2[N:5]=[C:4]1[C@H:12]([NH:22][C:23]([NH:24][CH2:25][CH2:26][N:27]1[CH2:32][CH2:31][NH:30][CH2:29][CH2:28]1)=[O:40])[CH2:13][C:14]1[CH:19]=[CH:18][C:17]([O:20][CH3:21])=[CH:16][CH:15]=1. (3) The product is: [CH3:1][O:2][CH2:79][O:78][C:71]1[CH:70]=[C:69]([C@H:68]([OH:13])[CH2:57][OH:56])[CH:74]=[CH:73][CH:72]=1. Given the reactants [CH3:1][O:2]COC1C=C(C=CC=1)C=C.[OH:13]C1C=C(C=CC=1)C=C.CC[C@H]1[C@H]2C[C@H]([C@H:57]([O:56]C3C4C(=CC=CC=4)C([O:56][C@H:57]([C:68]4C=CN=[C:74]5[C:69]=4[CH:70]=[C:71]([O:78][CH3:79])[CH:72]=[CH:73]5)[C@@H]4N5C[C@H](CC)[C@@H](CC5)C4)=NN=3)[C:68]3C=CN=[C:74]4[C:69]=3[CH:70]=[C:71]([O:78][CH3:79])[CH:72]=[CH:73]4)N(CC2)C1.[O-]S([O-])=O.[Na+].[Na+], predict the reaction product. (4) Given the reactants [C:1]([C:4]1[CH:5]=[C:6]([C:10]2[CH:15]=[CH:14][CH:13]=[CH:12][C:11]=2[NH:16][CH2:17][CH2:18][CH:19]2[CH2:24][CH2:23][N:22](C(OC(C)(C)C)=O)[CH2:21][CH2:20]2)[NH:7][C:8]=1[CH3:9])(=[O:3])[NH2:2].C(C1C=C(C2C=CC=CC=2NCC2CCN(C(OC(C)(C)C)=O)C2)NC=1C)(=O)N.Cl, predict the reaction product. The product is: [CH3:9][C:8]1[NH:7][C:6]([C:10]2[CH:15]=[CH:14][CH:13]=[CH:12][C:11]=2[NH:16][CH2:17][CH2:18][CH:19]2[CH2:20][CH2:21][NH:22][CH2:23][CH2:24]2)=[CH:5][C:4]=1[C:1]([NH2:2])=[O:3]. (5) Given the reactants [Cl:1][C:2]1[N:7]=[C:6](Cl)[C:5]([N+:9]([O-:11])=[O:10])=[CH:4][N:3]=1.[CH:12]([NH:15][C@H:16]([CH2:21][CH3:22])[C:17]([O:19][CH3:20])=[O:18])([CH3:14])[CH3:13].C(=O)(O)[O-].[Na+], predict the reaction product. The product is: [Cl:1][C:2]1[N:7]=[C:6]([N:15]([CH:12]([CH3:13])[CH3:14])[C@H:16]([CH2:21][CH3:22])[C:17]([O:19][CH3:20])=[O:18])[C:5]([N+:9]([O-:11])=[O:10])=[CH:4][N:3]=1. (6) The product is: [Cl:11][C:10]1[C:4]2[N:3]=[C:2]([N:27]3[CH2:28][CH2:29][N:24]([C:19]4[C:18]([C:17]([F:31])([F:16])[F:30])=[CH:23][CH:22]=[CH:21][N:20]=4)[CH2:25][CH2:26]3)[NH:6][C:5]=2[CH:7]=[C:8]([C:12]([F:15])([F:14])[F:13])[CH:9]=1. Given the reactants Cl[C:2]1[NH:6][C:5]2[CH:7]=[C:8]([C:12]([F:15])([F:14])[F:13])[CH:9]=[C:10]([Cl:11])[C:4]=2[N:3]=1.[F:16][C:17]([F:31])([F:30])[C:18]1[C:19]([N:24]2[CH2:29][CH2:28][NH:27][CH2:26][CH2:25]2)=[N:20][CH:21]=[CH:22][CH:23]=1, predict the reaction product. (7) Given the reactants [F:1][C:2]1[CH:7]=[C:6]([C:8]([F:11])([F:10])[F:9])[CH:5]=[CH:4][C:3]=1[C:12]1[N:17]=[CH:16][N:15]=[C:14]([NH:18][C:19]2[CH:20]=[C:21]3[C:25](=[CH:26][CH:27]=2)[NH:24][CH:23]=[CH:22]3)[C:13]=1[N+:28]([O-])=O, predict the reaction product. The product is: [F:1][C:2]1[CH:7]=[C:6]([C:8]([F:10])([F:11])[F:9])[CH:5]=[CH:4][C:3]=1[C:12]1[N:17]=[CH:16][N:15]=[C:14]([NH:18][C:19]2[CH:20]=[C:21]3[C:25](=[CH:26][CH:27]=2)[NH:24][CH:23]=[CH:22]3)[C:13]=1[NH2:28]. (8) Given the reactants N[C:2]1[CH:3]=[C:4]([C:8]2[C:14]3[CH:15]=[C:16]([O:21][CH3:22])[C:17]([O:19][CH3:20])=[CH:18][C:13]=3[N:12]([CH3:23])[C:11](=[O:24])[CH2:10][N:9]=2)[CH:5]=[CH:6][CH:7]=1.CO[C:27]1[C:28](OC)=CC2N(C)C(=O)CN=C(C3C=CC=C([N+]([O-])=O)C=3)C=2[CH:48]=1.[CH3:51][OH:52], predict the reaction product. The product is: [CH3:22][O:21][C:16]1[C:17]([O:19][CH3:20])=[CH:18][C:13]2[N:12]([CH3:23])[C:11](=[O:24])[CH:10]([CH2:48][CH2:27][CH3:28])[N:9]=[C:8]([C:4]3[CH:5]=[CH:6][CH:7]=[C:2]([CH2:51][OH:52])[CH:3]=3)[C:14]=2[CH:15]=1.